From a dataset of Catalyst prediction with 721,799 reactions and 888 catalyst types from USPTO. Predict which catalyst facilitates the given reaction. (1) Reactant: [CH:1]1([N:4]([CH3:21])[CH:5]2[CH2:14][CH2:13][C:12]([CH3:16])([CH3:15])[C:11]3[CH:10]=[C:9]([C:17]#[CH:18])[CH:8]=[C:7]([O:19][CH3:20])[C:6]2=3)[CH2:3][CH2:2]1.[CH2:22]([O:29][C:30](=[O:40])[CH:31]=[CH:32][C:33]1[CH:38]=[CH:37][C:36](O)=[CH:35][CH:34]=1)C1C=CC=CC=1.C(N(CC)CC)C.C(OCC)(=O)C. Product: [CH3:22][O:29][C:30](=[O:40])/[CH:31]=[CH:32]/[C:33]1[CH:34]=[CH:35][C:36]([C:18]#[C:17][C:9]2[CH:8]=[C:7]([O:19][CH3:20])[C:6]3[CH:5]([N:4]([CH:1]4[CH2:3][CH2:2]4)[CH3:21])[CH2:14][CH2:13][C:12]([CH3:15])([CH3:16])[C:11]=3[CH:10]=2)=[CH:37][CH:38]=1. The catalyst class is: 730. (2) Reactant: [CH3:1][O:2][CH:3]([C:7]1[CH:12]=[CH:11][CH:10]=[CH:9][CH:8]=1)[C:4]([OH:6])=O.CN(C(ON1N=NC2C=CC=CC1=2)=[N+](C)C)C.[B-](F)(F)(F)F.CCN(C(C)C)C(C)C.[NH2:44][S:45]([CH:48]1[CH2:53][CH2:52][N:51]([C:54]2[C:64]([C:65]#[N:66])=[CH:63][C:57]([C:58]([O:60][CH2:61][CH3:62])=[O:59])=[C:56]([CH3:67])[N:55]=2)[CH2:50][CH2:49]1)(=[O:47])=[O:46].C([O-])(O)=O.[Na+]. Product: [C:65]([C:64]1[C:54]([N:51]2[CH2:50][CH2:49][CH:48]([S:45]([NH:44][C:4](=[O:6])[CH:3]([O:2][CH3:1])[C:7]3[CH:12]=[CH:11][CH:10]=[CH:9][CH:8]=3)(=[O:46])=[O:47])[CH2:53][CH2:52]2)=[N:55][C:56]([CH3:67])=[C:57]([CH:63]=1)[C:58]([O:60][CH2:61][CH3:62])=[O:59])#[N:66]. The catalyst class is: 2. (3) Reactant: Cl[C:2]1[CH:3]=[CH:4][C:5]2[N:6]([C:8]([CH3:17])=[C:9]([C:11]3[CH:16]=[CH:15][CH:14]=[CH:13][CH:12]=3)[N:10]=2)[N:7]=1.[F:18][C:19]1[CH:31]=[CH:30][C:22]([CH2:23][N:24]2[CH2:29][CH2:28][NH:27][CH2:26][CH2:25]2)=[CH:21][CH:20]=1.C(N(CC)CC)C. Product: [F:18][C:19]1[CH:31]=[CH:30][C:22]([CH2:23][N:24]2[CH2:29][CH2:28][N:27]([C:2]3[CH:3]=[CH:4][C:5]4[N:6]([C:8]([CH3:17])=[C:9]([C:11]5[CH:16]=[CH:15][CH:14]=[CH:13][CH:12]=5)[N:10]=4)[N:7]=3)[CH2:26][CH2:25]2)=[CH:21][CH:20]=1. The catalyst class is: 10. (4) Reactant: [Cl:1][CH2:2][CH2:3][N:4]([CH2:21][CH2:22][Cl:23])[P:5]([N:14]([CH2:18][CH2:19][Cl:20])[CH2:15][CH2:16][Cl:17])(=[O:13])[O:6][CH2:7][CH2:8][S:9][CH2:10][CH2:11][OH:12].[Cl:24][CH2:25][CH2:26][N:27]([CH2:38][CH2:39][Cl:40])[P:28](Cl)([N:30]([CH2:34][CH2:35][Cl:36])[CH2:31][CH2:32][Cl:33])=[O:29].CC(C)([O-])C.[K+]. Product: [Cl:1][CH2:2][CH2:3][N:4]([P:5]([N:14]([CH2:15][CH2:16][Cl:17])[CH2:18][CH2:19][Cl:20])([O:6][CH2:7][CH2:8][S:9][CH2:10][CH2:11][O:12][P:28]([N:27]([CH2:26][CH2:25][Cl:24])[CH2:38][CH2:39][Cl:40])([N:30]([CH2:31][CH2:32][Cl:33])[CH2:34][CH2:35][Cl:36])=[O:29])=[O:13])[CH2:21][CH2:22][Cl:23]. The catalyst class is: 54. (5) Reactant: [H-].[Na+].[CH2:3]([OH:6])[C:4]#[CH:5].[Br:7][C:8]1[CH:9]=[CH:10][C:11](F)=[N:12][CH:13]=1.O. Product: [Br:7][C:8]1[CH:9]=[CH:10][C:11]([O:6][CH2:3][C:4]#[CH:5])=[N:12][CH:13]=1. The catalyst class is: 56.